Dataset: Full USPTO retrosynthesis dataset with 1.9M reactions from patents (1976-2016). Task: Predict the reactants needed to synthesize the given product. (1) Given the product [CH3:1][N:2]([CH3:19])[C:3]([C@@H:5]1[CH2:9][CH2:8][CH2:7][N:6]1[C:10]1[CH:11]=[CH:12][C:13]([NH2:16])=[CH:14][CH:15]=1)=[O:4], predict the reactants needed to synthesize it. The reactants are: [CH3:1][N:2]([CH3:19])[C:3]([C@H:5]1[CH2:9][CH2:8][CH2:7][N:6]1[C:10]1[CH:15]=[CH:14][C:13]([N+:16]([O-])=O)=[CH:12][CH:11]=1)=[O:4].C([O-])=O.[NH4+]. (2) Given the product [F:26][C:2]([F:25])([F:1])[C:3]1[N:4]=[C:5]([C:21]([F:22])([F:23])[F:24])[C:6]2[CH:12]=[CH:11][C:10]3=[N:13][C:14]([C:16]([NH:27][NH2:28])=[O:18])=[CH:15][N:9]3[C:7]=2[N:8]=1, predict the reactants needed to synthesize it. The reactants are: [F:1][C:2]([F:26])([F:25])[C:3]1[N:4]=[C:5]([C:21]([F:24])([F:23])[F:22])[C:6]2[CH:12]=[CH:11][C:10]3=[N:13][C:14]([C:16]([O:18]CC)=O)=[CH:15][N:9]3[C:7]=2[N:8]=1.[NH2:27][NH2:28]. (3) Given the product [CH2:13]([N:11]([N:10]=[CH:9][N:6]1[CH2:5][CH2:4][N:3]([CH:1]=[O:2])[CH2:8][CH2:7]1)[NH2:12])[CH3:14], predict the reactants needed to synthesize it. The reactants are: [CH:1]([N:3]1[CH2:8][CH2:7][N:6]([CH:9]=[N:10][NH:11][NH2:12])[CH2:5][CH2:4]1)=[O:2].[CH2:13](I)[CH3:14]. (4) Given the product [CH3:1][C:2]1[C:3]([CH2:21][S:22]([C:23]2[NH:24][C:25]3[CH:31]=[CH:30][CH:29]=[CH:28][C:26]=3[N:27]=2)=[O:53])=[N:4][CH:5]=[CH:6][C:7]=1[O:8][CH2:9][CH:10]1[CH2:15][O:14][C:13]2([CH2:16][CH2:17][O:18][CH2:19][CH2:20]2)[O:12][CH2:11]1, predict the reactants needed to synthesize it. The reactants are: [CH3:1][C:2]1[C:3]([CH2:21][S:22][C:23]2[NH:27][C:26]3[CH:28]=[CH:29][CH:30]=[CH:31][C:25]=3[N:24]=2)=[N:4][CH:5]=[CH:6][C:7]=1[O:8][CH2:9][CH:10]1[CH2:15][O:14][C:13]2([CH2:20][CH2:19][O:18][CH2:17][CH2:16]2)[O:12][CH2:11]1.C(N(CC)C(C)C)(C)C.[O-]O.C1(C(C)C)C=CC=CC=1.C(=O)([O-])[OH:53].[Na+]. (5) Given the product [C:1]([O:5][C:6]([N:8]1[CH2:13][CH2:12][CH2:11][C@H:10]([NH:14][CH2:15][C:16]2[CH:17]=[C:18]3[C:22](=[CH:23][C:24]=2[O:25][CH3:26])[CH2:21][O:20][C:19]3([C:42]2[CH:47]=[CH:46][CH:45]=[CH:44][CH:43]=2)[C:27]([F:30])([F:28])[F:29])[C@@H:9]1[C:31]1[CH:32]=[CH:33][CH:34]=[CH:35][CH:36]=1)=[O:7])([CH3:4])([CH3:2])[CH3:3], predict the reactants needed to synthesize it. The reactants are: [C:1]([O:5][C:6]([N:8]1[CH2:13][CH2:12][CH2:11][C@H:10]([NH:14][CH2:15][C:16]2[CH:17]=[C:18]3[C:22](=[CH:23][C:24]=2[O:25][CH3:26])[CH2:21][O:20][CH:19]3[C:27]([F:30])([F:29])[F:28])[C@@H:9]1[C:31]1[CH:36]=[CH:35][CH:34]=[CH:33][CH:32]=1)=[O:7])([CH3:4])([CH3:3])[CH3:2].FC(F)(F)C1([C:42]2[CH:47]=[CH:46][CH:45]=[CH:44][CH:43]=2)[C:47]2[C:42](=[CH:43][C:44](OC)=[C:45](C=O)[CH:46]=2)CO1. (6) Given the product [CH2:1]([NH:8][C:9]1[C:10]2[S:18][CH:17]=[C:16]([CH:20]=[CH2:21])[C:11]=2[N:12]=[C:13]([Cl:15])[N:14]=1)[C:2]1[CH:7]=[CH:6][CH:5]=[CH:4][CH:3]=1, predict the reactants needed to synthesize it. The reactants are: [CH2:1]([NH:8][C:9]1[C:10]2[S:18][CH:17]=[C:16](Br)[C:11]=2[N:12]=[C:13]([Cl:15])[N:14]=1)[C:2]1[CH:7]=[CH:6][CH:5]=[CH:4][CH:3]=1.[CH2:20]([Sn](CCCC)(CCCC)C=C)[CH2:21]CC.[F-].[K+].